Dataset: Full USPTO retrosynthesis dataset with 1.9M reactions from patents (1976-2016). Task: Predict the reactants needed to synthesize the given product. (1) Given the product [NH2:1][C:4]1[CH:13]=[CH:12][CH:11]=[C:10]2[C:5]=1[CH:6]=[CH:7][CH:8]=[C:9]2[CH2:14][C:15]([OH:17])=[O:16], predict the reactants needed to synthesize it. The reactants are: [N+:1]([C:4]1[CH:13]=[CH:12][CH:11]=[C:10]2[C:5]=1[CH:6]=[CH:7][CH:8]=[C:9]2[CH2:14][C:15]([OH:17])=[O:16])([O-])=O. (2) Given the product [CH3:23][C:20]1[CH:21]=[CH:22][C:17]([O:16][C:10]2[C:9]3[C:14](=[CH:15][C:6]([O:5][CH2:4][CH2:3][CH2:2][N:42]4[CH2:43][CH2:44][CH:39]([N:34]5[CH2:38][CH2:37][CH2:36][CH2:35]5)[CH2:40][CH2:41]4)=[C:7]([O:32][CH3:33])[CH:8]=3)[N:13]=[CH:12][CH:11]=2)=[C:18]([C:24]([C:26]2[CH:27]=[CH:28][CH:29]=[CH:30][CH:31]=2)=[O:25])[CH:19]=1, predict the reactants needed to synthesize it. The reactants are: Cl[CH2:2][CH2:3][CH2:4][O:5][C:6]1[CH:15]=[C:14]2[C:9]([C:10]([O:16][C:17]3[CH:22]=[CH:21][C:20]([CH3:23])=[CH:19][C:18]=3[C:24]([C:26]3[CH:31]=[CH:30][CH:29]=[CH:28][CH:27]=3)=[O:25])=[CH:11][CH:12]=[N:13]2)=[CH:8][C:7]=1[O:32][CH3:33].[N:34]1([CH:39]2[CH2:44][CH2:43][NH:42][CH2:41][CH2:40]2)[CH2:38][CH2:37][CH2:36][CH2:35]1.C(=O)([O-])[O-].[K+].[K+].O. (3) Given the product [CH2:52]([O:51][C:49]([N:43]1[CH2:48][CH2:47][N:46]([CH2:8][C:6]2[CH:5]=[CH:4][C:3]([C:10]3[CH:15]=[CH:14][CH:13]=[C:12]([N:16]4[C:21]5[N:22]=[CH:23][C:24]([F:26])=[CH:25][C:20]=5[C:19](=[O:27])[N:18]([C@H:28]5[CH2:29][CH2:30][C@@H:31]([NH:34][C:35]([O:36][C:37]([CH3:38])([CH3:40])[CH3:39])=[O:41])[CH2:32][CH2:33]5)[C:17]4=[O:42])[CH:11]=3)=[C:2]([Br:1])[CH:7]=2)[CH2:45][CH2:44]1)=[O:50])[C:53]1[CH:58]=[CH:57][CH:56]=[CH:55][CH:54]=1, predict the reactants needed to synthesize it. The reactants are: [Br:1][C:2]1[CH:7]=[C:6]([CH:8]=O)[CH:5]=[CH:4][C:3]=1[C:10]1[CH:15]=[CH:14][CH:13]=[C:12]([N:16]2[C:21]3[N:22]=[CH:23][C:24]([F:26])=[CH:25][C:20]=3[C:19](=[O:27])[N:18]([C@@H:28]3[CH2:33][CH2:32][C@H:31]([NH:34][C:35](=[O:41])[O:36][C:37]([CH3:40])([CH3:39])[CH3:38])[CH2:30][CH2:29]3)[C:17]2=[O:42])[CH:11]=1.[N:43]1([C:49]([O:51][CH2:52][C:53]2[CH:58]=[CH:57][CH:56]=[CH:55][CH:54]=2)=[O:50])[CH2:48][CH2:47][NH:46][CH2:45][CH2:44]1.C(O[BH-](OC(=O)C)OC(=O)C)(=O)C.[Na+].O. (4) Given the product [Br:1][C:2]1[CH:7]=[CH:6][C:5]([C:8]([CH3:15])([CH3:14])[CH2:9][OH:10])=[C:4]([O:16][CH3:17])[CH:3]=1, predict the reactants needed to synthesize it. The reactants are: [Br:1][C:2]1[CH:7]=[CH:6][C:5]([C:8]([CH3:15])([CH3:14])[C:9](OCC)=[O:10])=[C:4]([O:16][CH3:17])[CH:3]=1.[H-].[Al+3].[Li+].[H-].[H-].[H-]. (5) Given the product [C:1]([C:5]1[CH:6]=[CH:7][C:8]([CH3:12])=[C:9]([OH:11])[CH:10]=1)([CH3:4])([CH3:3])[CH3:2], predict the reactants needed to synthesize it. The reactants are: [C:1]([C:5]1[CH:6]=[CH:7][C:8]([CH2:12]O)=[C:9]([OH:11])[CH:10]=1)([CH3:4])([CH3:3])[CH3:2].